Task: Binary Classification. Given a miRNA mature sequence and a target amino acid sequence, predict their likelihood of interaction.. Dataset: Experimentally validated miRNA-target interactions with 360,000+ pairs, plus equal number of negative samples (1) The miRNA is hsa-miR-653-3p with sequence UUCACUGGAGUUUGUUUCAAUA. The protein sequence of the target gene is MMPQLQFKDAFWCRDFTAHTGYEVLLQRLLDGRKMCKDMEELLRQRAQAEERYGKELVQIARKAGGQTEINSLRASFDSLKQQMENVGSSHIQLALTLREELRSLEEFRERQKEQRKKYEAVMDRVQKSKLSLYKKAMESKKTYEQKCRDADDAEQAFERISANGHQKQVEKSQNKARQCKDSATEAERVYRQSIAQLEKVRAEWEQEHRTTCEAFQLQEFDRLTILRNALWVHSNQLSMQCVKDDELYEEVRLTLEGCSIDADIDSFIQAKSTGTEPPAPVPYQNYYDREVTPLTSSPG.... Result: 0 (no interaction). (2) The miRNA is rno-miR-543-5p with sequence AAGUUGCCCGCGUGUUUUUCG. The protein sequence of the target gene is MGSAEDAVKEKLLWNVKKEVKQIMEEAVTRKFVHEDSSHIIALCGAVEACLLHQLRRRAAGFLRSDKMAALFTKVGKTCPVAGEICHKVQELQQQAEGRKPSGVSQEALRRQGSASGKAPALSPQALKHVWVRTALIEKVLDKVVQYLAENCSKYYEKEALLADPVFGPILASLLVGPCALEYTKLKTADHYWTDPSADELVQRHRIRGPPTRQDSPAKRPALGIRKRHSSGSASEDRLAACARECVESLHQNSRTRLLYGKNHVLVQPKEDMEAVPGYLSLHQSAESLTLKWTPNQLMN.... Result: 0 (no interaction).